The task is: Predict the product of the given reaction.. This data is from Forward reaction prediction with 1.9M reactions from USPTO patents (1976-2016). Given the reactants [Br:1][C:2]1[CH:14]=[CH:13][C:12]2[C:11]3[C:6](=[CH:7][C:8]([Br:15])=[CH:9][CH:10]=3)[CH:5](O)[C:4]=2[CH:3]=1.S(Cl)(Cl)=O.[CH3:21][N:22]1[CH2:27][CH2:26][NH:25][CH2:24][CH2:23]1, predict the reaction product. The product is: [Br:1][C:2]1[CH:14]=[CH:13][C:12]2[C:11]3[C:6](=[CH:7][C:8]([Br:15])=[CH:9][CH:10]=3)[CH:5]([N:25]3[CH2:26][CH2:27][N:22]([CH3:21])[CH2:23][CH2:24]3)[C:4]=2[CH:3]=1.